The task is: Predict the reactants needed to synthesize the given product.. This data is from Full USPTO retrosynthesis dataset with 1.9M reactions from patents (1976-2016). (1) Given the product [F:1][C:2]1[CH:31]=[CH:30][C:5]([CH2:6][NH:7][C:8]([C:10]2[N:11]=[C:12]3[N:27]([CH3:28])[C:26](=[O:29])[CH2:25][N:13]3[C:14](=[O:24])[C:15]=2[OH:16])=[O:9])=[C:4]([C:32](=[O:35])[NH:33][CH3:34])[CH:3]=1, predict the reactants needed to synthesize it. The reactants are: [F:1][C:2]1[CH:31]=[CH:30][C:5]([CH2:6][NH:7][C:8]([C:10]2[N:11]=[C:12]3[N:27]([CH3:28])[C:26](=[O:29])[CH2:25][N:13]3[C:14](=[O:24])[C:15]=2[O:16]CC2C=CC=CC=2)=[O:9])=[C:4]([C:32](=[O:35])[NH:33][CH3:34])[CH:3]=1. (2) Given the product [CH2:1]([O:3][C:4]1[C:13]2[C:8](=[CH:9][CH:10]=[C:11](/[CH:14]=[C:15]3/[C:16](=[O:22])[N:17]=[C:18]([NH:32][CH2:31][C:26]4[CH:27]=[N:28][CH:29]=[CH:30][N:25]=4)[S:19]/3)[CH:12]=2)[N:7]=[CH:6][C:5]=1[C:23]#[N:24])[CH3:2], predict the reactants needed to synthesize it. The reactants are: [CH2:1]([O:3][C:4]1[C:13]2[C:8](=[CH:9][CH:10]=[C:11](/[CH:14]=[C:15]3/[C:16](=[O:22])[N:17]=[C:18](SC)[S:19]/3)[CH:12]=2)[N:7]=[CH:6][C:5]=1[C:23]#[N:24])[CH3:2].[N:25]1[CH:30]=[CH:29][N:28]=[CH:27][C:26]=1[CH2:31][NH2:32].CCN(C(C)C)C(C)C.